This data is from Peptide-MHC class I binding affinity with 185,985 pairs from IEDB/IMGT. The task is: Regression. Given a peptide amino acid sequence and an MHC pseudo amino acid sequence, predict their binding affinity value. This is MHC class I binding data. (1) The peptide sequence is YELLRYNEY. The MHC is HLA-A24:03 with pseudo-sequence HLA-A24:03. The binding affinity (normalized) is 0.0847. (2) The peptide sequence is QAISPRTLNAW. The MHC is HLA-B45:01 with pseudo-sequence HLA-B45:01. The binding affinity (normalized) is 0.0281. (3) The peptide sequence is YVPTEFWGF. The MHC is HLA-A03:01 with pseudo-sequence HLA-A03:01. The binding affinity (normalized) is 0.0847. (4) The peptide sequence is KVMDFGIAR. The MHC is HLA-A01:01 with pseudo-sequence HLA-A01:01. The binding affinity (normalized) is 0.0847. (5) The peptide sequence is VPLRPMTY. The MHC is HLA-A23:01 with pseudo-sequence HLA-A23:01. The binding affinity (normalized) is 0.